From a dataset of Peptide-MHC class I binding affinity with 185,985 pairs from IEDB/IMGT. Regression. Given a peptide amino acid sequence and an MHC pseudo amino acid sequence, predict their binding affinity value. This is MHC class I binding data. (1) The binding affinity (normalized) is 0.0847. The MHC is HLA-B27:05 with pseudo-sequence HLA-B27:05. The peptide sequence is MLEEMQSAV. (2) The peptide sequence is EVVDMLSTY. The MHC is HLA-A80:01 with pseudo-sequence HLA-A80:01. The binding affinity (normalized) is 0.312. (3) The peptide sequence is LVQIENLEY. The MHC is HLA-A01:01 with pseudo-sequence HLA-A01:01. The binding affinity (normalized) is 0.601. (4) The peptide sequence is DHQAAFQYI. The MHC is HLA-B27:05 with pseudo-sequence HLA-B27:05. The binding affinity (normalized) is 0. (5) The MHC is HLA-B40:02 with pseudo-sequence HLA-B40:02. The peptide sequence is REIGSLLHGL. The binding affinity (normalized) is 0.837.